This data is from Hepatocyte clearance measurements from AstraZeneca. The task is: Regression/Classification. Given a drug SMILES string, predict its absorption, distribution, metabolism, or excretion properties. Task type varies by dataset: regression for continuous measurements (e.g., permeability, clearance, half-life) or binary classification for categorical outcomes (e.g., BBB penetration, CYP inhibition). For this dataset (clearance_hepatocyte_az), we predict log10(clearance) (log10 of the in vitro intrinsic clearance, CLint, in uL/min per 10^6 hepatocytes; values are censored to the assay range of 3 to 150, which is 0.477 to 2.18 on this log10 scale). (1) The drug is O=C(O)CC[C@@H](Cc1ccc(OCc2ccccc2)cc1)NC(=O)CCCCCCc1ccccc1. The log10(clearance) is 1.24. (2) The compound is CNC(=O)c1cnn(-c2ccccc2)c1NS(=O)(=O)c1ccc(C)cc1. The log10(clearance) is 1.81. (3) The compound is CC[C@H]1CN(Cc2cc(Cl)ccc2OCC(=O)O)CCN1S(=O)(=O)c1ccccc1. The log10(clearance) is 0.600. (4) The compound is O=C(O)COc1ccc(C(=O)c2cccs2)c(Cl)c1Cl. The log10(clearance) is 1.79. (5) The drug is Cc1nc2ccccn2c1-c1ccnc(N)n1. The log10(clearance) is 1.33. (6) The log10(clearance) is 1.32. The compound is Cc1ccc(S(=O)(=O)Nc2c(C(=O)N(C)C3CCCCC3)c(C)nn2-c2ccccc2)cc1. (7) The drug is Cc1cc(C)cc(-c2nnc(SCC(=O)N3CCN(C(=O)c4ccco4)CC3)o2)c1. The log10(clearance) is 1.95.